From a dataset of Forward reaction prediction with 1.9M reactions from USPTO patents (1976-2016). Predict the product of the given reaction. (1) Given the reactants [NH2:1][C:2]1[CH:23]=[CH:22][C:5]([O:6][C:7]2[CH:12]=[CH:11][N:10]=[C:9]([C:13]3[CH:14]=[C:15]([C:18]([O:20][CH3:21])=[O:19])[S:16][CH:17]=3)[CH:8]=2)=[CH:4][CH:3]=1.[F:24][C:25]1[CH:30]=[CH:29][C:28]([CH3:31])=[CH:27][C:26]=1[N:32]=[C:33]=[O:34].O, predict the reaction product. The product is: [F:24][C:25]1[CH:30]=[CH:29][C:28]([CH3:31])=[CH:27][C:26]=1[NH:32][C:33]([NH:1][C:2]1[CH:23]=[CH:22][C:5]([O:6][C:7]2[CH:12]=[CH:11][N:10]=[C:9]([C:13]3[CH:14]=[C:15]([C:18]([O:20][CH3:21])=[O:19])[S:16][CH:17]=3)[CH:8]=2)=[CH:4][CH:3]=1)=[O:34]. (2) Given the reactants [B:10]1([B:10]2[O:14][C:13]([CH3:16])([CH3:15])[C:12]([CH3:18])([CH3:17])[O:11]2)[O:14][C:13]([CH3:16])([CH3:15])[C:12]([CH3:18])([CH3:17])[O:11]1.CC([O-])=O.[K+].Br[C:25]1[C:26]([C:31]2[CH:36]=[CH:35][CH:34]=[CH:33][CH:32]=2)=[N:27][CH:28]=[CH:29][CH:30]=1.O, predict the reaction product. The product is: [C:31]1([C:26]2[C:25]([B:10]3[O:11][C:12]([CH3:17])([CH3:18])[C:13]([CH3:15])([CH3:16])[O:14]3)=[CH:30][CH:29]=[CH:28][N:27]=2)[CH:32]=[CH:33][CH:34]=[CH:35][CH:36]=1. (3) Given the reactants [Cl:1][C:2]1[CH:8]=[CH:7][C:5]([NH2:6])=[CH:4][CH:3]=1.[Li]CCCC.Cl[C:15]1[N:20]=[C:19]([C:21]2[CH:26]=[CH:25][CH:24]=[CH:23][CH:22]=2)[CH:18]=[C:17]([NH:27][N:28]=[CH:29][C:30]2[CH:35]=[CH:34][C:33]([O:36][C:37]([F:40])([F:39])[F:38])=[CH:32][CH:31]=2)[N:16]=1, predict the reaction product. The product is: [Cl:1][C:2]1[CH:8]=[CH:7][C:5]([NH:6][C:15]2[N:20]=[C:19]([C:21]3[CH:22]=[CH:23][CH:24]=[CH:25][CH:26]=3)[CH:18]=[C:17]([NH:27][N:28]=[CH:29][C:30]3[CH:35]=[CH:34][C:33]([O:36][C:37]([F:38])([F:39])[F:40])=[CH:32][CH:31]=3)[N:16]=2)=[CH:4][CH:3]=1. (4) Given the reactants [F:1][C:2]1[CH:3]=[C:4]([S:12](Cl)(=[O:14])=[O:13])[CH:5]=[CH:6][C:7]=1[O:8][CH:9]([CH3:11])[CH3:10].[CH3:16][C:17]1[CH:21]=[C:20]([NH2:22])[N:19]([C:23]2[CH:32]=[CH:31][CH:30]=[C:29]3[C:24]=2[CH:25]=[CH:26][CH:27]=[N:28]3)[N:18]=1, predict the reaction product. The product is: [F:1][C:2]1[CH:3]=[C:4]([S:12]([NH:22][C:20]2[N:19]([C:23]3[CH:32]=[CH:31][CH:30]=[C:29]4[C:24]=3[CH:25]=[CH:26][CH:27]=[N:28]4)[N:18]=[C:17]([CH3:16])[CH:21]=2)(=[O:14])=[O:13])[CH:5]=[CH:6][C:7]=1[O:8][CH:9]([CH3:11])[CH3:10]. (5) Given the reactants Cl[C:2]1[CH:23]=[CH:22][C:5]([C:6]([NH:8][C:9]2[CH:14]=[CH:13][C:12]([Cl:15])=[C:11]([C:16]3[CH:21]=[CH:20][CH:19]=[CH:18][N:17]=3)[CH:10]=2)=[O:7])=[C:4]([CH3:24])[N:3]=1.[NH:25]1[CH2:30][CH2:29][S:28][CH2:27][CH2:26]1, predict the reaction product. The product is: [Cl:15][C:12]1[CH:13]=[CH:14][C:9]([NH:8][C:6](=[O:7])[C:5]2[CH:22]=[CH:23][C:2]([N:25]3[CH2:30][CH2:29][S:28][CH2:27][CH2:26]3)=[N:3][C:4]=2[CH3:24])=[CH:10][C:11]=1[C:16]1[CH:21]=[CH:20][CH:19]=[CH:18][N:17]=1. (6) Given the reactants [H-].[Na+].Cl[CH2:4][C:5]([N:7]([CH:20]([C:23]1[C:28]([O:29][CH3:30])=[CH:27][CH:26]=[CH:25][C:24]=1[O:31][CH3:32])[CH2:21][OH:22])[CH2:8][C:9]1[CH:14]=[CH:13][C:12]([O:15][C:16]([F:19])([F:18])[F:17])=[CH:11][CH:10]=1)=[O:6], predict the reaction product. The product is: [CH3:32][O:31][C:24]1[CH:25]=[CH:26][CH:27]=[C:28]([O:29][CH3:30])[C:23]=1[CH:20]1[N:7]([CH2:8][C:9]2[CH:14]=[CH:13][C:12]([O:15][C:16]([F:19])([F:18])[F:17])=[CH:11][CH:10]=2)[C:5](=[O:6])[CH2:4][O:22][CH2:21]1. (7) Given the reactants Br[C:2]1[N:7]=[C:6]2[C:8]([C:11]([NH:13][C:14]([CH3:17])([CH3:16])[CH3:15])=[O:12])=[CH:9][NH:10][C:5]2=[N:4][CH:3]=1.CC1(C)C(C)(C)OB([C:26]2[CH:27]=[CH:28][CH:29]=[C:30]3[C:34]=2[N:33]([CH2:35][O:36][CH2:37][CH2:38][Si:39]([CH3:42])([CH3:41])[CH3:40])[N:32]=[CH:31]3)O1.CC(C1C=C(C(C)C)C(C2C=CC=CC=2P(C2CCCCC2)C2CCCCC2)=C(C(C)C)C=1)C.C([O-])([O-])=O.[Na+].[Na+], predict the reaction product. The product is: [C:14]([NH:13][C:11]([C:8]1[C:6]2=[N:7][C:2]([C:26]3[CH:27]=[CH:28][CH:29]=[C:30]4[C:34]=3[N:33]([CH2:35][O:36][CH2:37][CH2:38][Si:39]([CH3:42])([CH3:41])[CH3:40])[N:32]=[CH:31]4)=[CH:3][N:4]=[C:5]2[NH:10][CH:9]=1)=[O:12])([CH3:17])([CH3:16])[CH3:15]. (8) Given the reactants [NH2:1][C:2]1[CH:3]=[C:4]([CH:34]=[CH:35][CH:36]=1)[C:5]([NH:7][C:8]1[C:13]([CH3:14])=[CH:12][C:11]([CH:15]([N:20]2[C:24]([C:25]([F:28])([F:27])[F:26])=[CH:23][C:22]([C:29]([F:32])([F:31])[F:30])=[N:21]2)[C:16]([F:19])([F:18])[F:17])=[CH:10][C:9]=1[CH3:33])=[O:6].N1C=CC=CC=1.[Cl:43][C:44]1[C:49]([C:50](Cl)=[O:51])=[CH:48][CH:47]=[CH:46][N:45]=1.O, predict the reaction product. The product is: [F:30][C:29]([F:32])([F:31])[C:22]1[CH:23]=[C:24]([C:25]([F:26])([F:27])[F:28])[N:20]([CH:15]([C:11]2[CH:10]=[C:9]([CH3:33])[C:8]([NH:7][C:5]([C:4]3[CH:3]=[C:2]([NH:1][C:50]([C:49]4[C:44]([Cl:43])=[N:45][CH:46]=[CH:47][CH:48]=4)=[O:51])[CH:36]=[CH:35][CH:34]=3)=[O:6])=[C:13]([CH3:14])[CH:12]=2)[C:16]([F:18])([F:19])[F:17])[N:21]=1.